Dataset: Forward reaction prediction with 1.9M reactions from USPTO patents (1976-2016). Task: Predict the product of the given reaction. (1) Given the reactants CS(C)=O.ClCCl.C(Cl)(=O)C(Cl)=O.[CH3:14][O:15][N:16]=[C:17]1[C:25]2[C:20](=[CH:21][C:22]([CH:26]([OH:35])[CH:27]([OH:34])[C:28]3[CH:33]=[CH:32][N:31]=[CH:30][CH:29]=3)=[CH:23][CH:24]=2)[CH2:19][CH2:18]1, predict the reaction product. The product is: [CH3:14][O:15][N:16]=[C:17]1[C:25]2[C:20](=[CH:21][C:22]([C:26](=[O:35])[C:27]([C:28]3[CH:33]=[CH:32][N:31]=[CH:30][CH:29]=3)=[O:34])=[CH:23][CH:24]=2)[CH2:19][CH2:18]1. (2) Given the reactants B.CSC.[OH:5][CH:6]([C:10]1[CH:15]=[CH:14][CH:13]=[C:12]([S:16][CH2:17][CH:18]([CH2:22][CH2:23][CH3:24])[CH2:19][CH2:20][CH3:21])[CH:11]=1)[CH2:7][C:8]#[N:9], predict the reaction product. The product is: [NH2:9][CH2:8][CH2:7][CH:6]([C:10]1[CH:15]=[CH:14][CH:13]=[C:12]([S:16][CH2:17][CH:18]([CH2:22][CH2:23][CH3:24])[CH2:19][CH2:20][CH3:21])[CH:11]=1)[OH:5]. (3) Given the reactants [H-].[Na+].[CH3:3][C:4]1([C:7]([O:9]C)=O)[CH2:6][CH2:5]1.[C:11](#[N:13])[CH3:12].O, predict the reaction product. The product is: [CH3:3][C:4]1([C:7](=[O:9])[CH2:12][C:11]#[N:13])[CH2:6][CH2:5]1. (4) Given the reactants C(OC([N:8]1[C:17]2[C:12](=[CH:13][CH:14]=[CH:15][CH:16]=2)[N:11]([C:18]2[CH:23]=[CH:22][C:21]([N:24]3[CH2:33][CH2:32][C:27]4([O:31][CH2:30][CH2:29][O:28]4)[CH2:26][CH2:25]3)=[CH:20][CH:19]=2)[CH2:10][CH2:9]1)=O)(C)(C)C.Cl.C(=O)([O-])O.[Na+], predict the reaction product. The product is: [O:31]1[C:27]2([CH2:32][CH2:33][N:24]([C:21]3[CH:20]=[CH:19][C:18]([N:11]4[C:12]5[C:17](=[CH:16][CH:15]=[CH:14][CH:13]=5)[NH:8][CH2:9][CH2:10]4)=[CH:23][CH:22]=3)[CH2:25][CH2:26]2)[O:28][CH2:29][CH2:30]1.